This data is from Reaction yield outcomes from USPTO patents with 853,638 reactions. The task is: Predict the reaction yield, written as a fraction of the theoretical maximum amount of product (1.0 means a 100% yield; for example, 0.34 means a 34% yield). (1) The reactants are [Cl:1][C:2]1[C:7]2[C:8](=[O:22])[N:9]([CH2:11][C:12]3[CH:17]=[CH:16][C:15]([O:18][CH3:19])=[CH:14][C:13]=3[O:20][CH3:21])[CH2:10][C:6]=2[C:5]([F:23])=[C:4](Cl)[N:3]=1.[NH:25]1[CH2:29][CH2:28][C@H:27]([NH:30][C:31](=[O:37])[O:32][C:33]([CH3:36])([CH3:35])[CH3:34])[CH2:26]1. The catalyst is C(#N)C. The product is [Cl:1][C:2]1[C:7]2[C:8](=[O:22])[N:9]([CH2:11][C:12]3[CH:17]=[CH:16][C:15]([O:18][CH3:19])=[CH:14][C:13]=3[O:20][CH3:21])[CH2:10][C:6]=2[C:5]([F:23])=[C:4]([N:25]2[CH2:29][CH2:28][C@H:27]([NH:30][C:31](=[O:37])[O:32][C:33]([CH3:35])([CH3:34])[CH3:36])[CH2:26]2)[N:3]=1. The yield is 0.558. (2) The reactants are [NH2:1][C:2]1[C:7]([C:8]2[O:12][N:11]=[C:10]([CH2:13][C:14]3[CH:19]=[CH:18][C:17]([OH:20])=[CH:16][CH:15]=3)[CH:9]=2)=[CH:6][CH:5]=[CH:4][N:3]=1.[OH-].[Na+].[N:23]1[CH:28]=[CH:27][CH:26]=[CH:25][C:24]=1[CH2:29]Cl. The catalyst is CO. The product is [N:23]1[CH:28]=[CH:27][CH:26]=[CH:25][C:24]=1[CH2:29][O:20][C:17]1[CH:18]=[CH:19][C:14]([CH2:13][C:10]2[CH:9]=[C:8]([C:7]3[C:2]([NH2:1])=[N:3][CH:4]=[CH:5][CH:6]=3)[O:12][N:11]=2)=[CH:15][CH:16]=1. The yield is 0.390. (3) The reactants are [I:1][C:2]1[C:3](=[O:21])[C:4]2[C:9]([O:10][C:11]=1[C:12]1[CH:17]=[CH:16][CH:15]=[CH:14][CH:13]=1)=[C:8]1[NH:18][N:19]=[CH:20][C:7]1=[CH:6][CH:5]=2.[H-].[Na+].I[CH3:25]. The catalyst is CN(C=O)C. The product is [I:1][C:2]1[C:3](=[O:21])[C:4]2[CH:5]=[CH:6][C:7]3[C:8](=[N:18][N:19]([CH3:25])[CH:20]=3)[C:9]=2[O:10][C:11]=1[C:12]1[CH:17]=[CH:16][CH:15]=[CH:14][CH:13]=1. The yield is 0.200. (4) The reactants are CN(CCN(C)C)C.[Li+].CC([N-]C(C)C)C.[Br:17][C:18]1[CH:19]=[N:20][CH:21]=[CH:22][CH:23]=1.CN([CH:27]=[O:28])C. The catalyst is CCOCC. The product is [Br:17][C:18]1[CH:19]=[N:20][CH:21]=[CH:22][C:23]=1[CH:27]=[O:28]. The yield is 0.510. (5) The reactants are [O:1]1[CH:5]=[N:4][N:3]=[C:2]1[C@H:6]([NH:9][CH:10]1[CH2:14][CH2:13][CH2:12][CH2:11]1)[CH2:7][CH3:8].C([O-])(O)=O.[Na+].[Cl:20][C:21]1[N:26]=[C:25](Cl)[C:24]([N+:28]([O-:30])=[O:29])=[CH:23][N:22]=1. The catalyst is C1COCC1.CCOC(C)=O.[Cl-].[Na+].O. The product is [Cl:20][C:21]1[N:26]=[C:25]([N:9]([CH:10]2[CH2:14][CH2:13][CH2:12][CH2:11]2)[C@@H:6]([C:2]2[O:1][CH:5]=[N:4][N:3]=2)[CH2:7][CH3:8])[C:24]([N+:28]([O-:30])=[O:29])=[CH:23][N:22]=1. The yield is 0.300. (6) The yield is 0.360. The product is [Cl:1][C:2]1[CH:7]=[C:6]([Cl:8])[CH:5]=[CH:4][C:3]=1[C:13]1[CH:14]=[C:15]([CH:17]=[CH:18][CH:19]=1)[NH2:16]. The catalyst is [Pd].C1(P(C2C=CC=CC=2)C2C=CC=CC=2)C=CC=CC=1.C1(P(C2C=CC=CC=2)C2C=CC=CC=2)C=CC=CC=1.C1(P(C2C=CC=CC=2)C2C=CC=CC=2)C=CC=CC=1.C1(P(C2C=CC=CC=2)C2C=CC=CC=2)C=CC=CC=1.O.C(O)C. The reactants are [Cl:1][C:2]1[CH:7]=[C:6]([Cl:8])[CH:5]=[CH:4][C:3]=1B(O)O.I[C:13]1[CH:14]=[C:15]([CH:17]=[CH:18][CH:19]=1)[NH2:16].C(=O)([O-])[O-].[Na+].[Na+].C1(C)C=CC=CC=1. (7) The yield is 0.190. The catalyst is N1C=CC=CC=1. The product is [CH3:14][CH:15]1[CH2:20][CH2:19][CH2:18][CH2:17][N:16]1[C:6]1[C:7]2[C:12](=[CH:11][CH:10]=[CH:9][CH:8]=2)[C:3]([C:1]#[N:2])=[CH:4][CH:5]=1. The reactants are [C:1]([C:3]1[C:12]2[C:7](=[CH:8][CH:9]=[CH:10][CH:11]=2)[C:6](F)=[CH:5][CH:4]=1)#[N:2].[CH3:14][CH:15]1[CH2:20][CH2:19][CH2:18][CH2:17][NH:16]1.C1CCN2C(=NCCC2)CC1. (8) The reactants are C(N(CC)C(C)C)(C)C.[CH:10]1([N:14]2[C:26]3[CH2:25][CH2:24][CH:23]([CH:27]4[CH2:32][CH2:31][O:30][CH2:29][CH2:28]4)[CH2:22][C:21]=3[C:20]3[C:15]2=[CH:16][CH:17]=[C:18]([C:33]([OH:35])=O)[CH:19]=3)[CH2:13][CH2:12][CH2:11]1.[CH2:36]([NH:38][CH2:39][C:40]([NH:42][CH:43]([CH3:45])[CH3:44])=[O:41])[CH3:37].CN(C(ON1N=NC2C=CC=NC1=2)=[N+](C)C)C.F[P-](F)(F)(F)(F)F. The catalyst is CN(C=O)C.O. The product is [CH:10]1([N:14]2[C:26]3[CH2:25][CH2:24][CH:23]([CH:27]4[CH2:28][CH2:29][O:30][CH2:31][CH2:32]4)[CH2:22][C:21]=3[C:20]3[C:15]2=[CH:16][CH:17]=[C:18]([C:33]([N:38]([CH2:36][CH3:37])[CH2:39][C:40]([NH:42][CH:43]([CH3:45])[CH3:44])=[O:41])=[O:35])[CH:19]=3)[CH2:13][CH2:12][CH2:11]1. The yield is 0.750.